From a dataset of Full USPTO retrosynthesis dataset with 1.9M reactions from patents (1976-2016). Predict the reactants needed to synthesize the given product. (1) Given the product [Cl:1][C:2]1[C:3]2[C:10]([CH2:11][CH2:12][O:13][N:62]3[C:63](=[O:72])[C:64]4=[CH:71][CH:70]=[CH:69][CH:68]=[C:65]4[C:66]3=[O:67])=[CH:9][N:8]([C@@H:14]3[O:29][C@H:28]([CH2:30][O:31][CH2:32][C:33]4[CH:38]=[CH:37][C:36]([Cl:39])=[CH:35][C:34]=4[Cl:40])[C@@H:17]([O:18][CH2:19][C:20]4[CH:25]=[CH:24][C:23]([Cl:26])=[CH:22][C:21]=4[Cl:27])[C@@:15]3([CH3:41])[OH:16])[C:4]=2[N:5]=[CH:6][N:7]=1, predict the reactants needed to synthesize it. The reactants are: [Cl:1][C:2]1[C:3]2[C:10]([CH2:11][CH2:12][OH:13])=[CH:9][N:8]([C@@H:14]3[O:29][C@H:28]([CH2:30][O:31][CH2:32][C:33]4[CH:38]=[CH:37][C:36]([Cl:39])=[CH:35][C:34]=4[Cl:40])[C@@H:17]([O:18][CH2:19][C:20]4[CH:25]=[CH:24][C:23]([Cl:26])=[CH:22][C:21]=4[Cl:27])[C@@:15]3([CH3:41])[OH:16])[C:4]=2[N:5]=[CH:6][N:7]=1.C1(P(C2C=CC=CC=2)C2C=CC=CC=2)C=CC=CC=1.O[N:62]1[C:66](=[O:67])[C:65]2=[CH:68][CH:69]=[CH:70][CH:71]=[C:64]2[C:63]1=[O:72].CCOC(/N=N/C(OCC)=O)=O. (2) The reactants are: [CH3:1][C:2]1([CH3:21])[O:7][CH2:6][C:5](=[CH:8][CH2:9][N:10]2[CH:18]=[N:17][C:16]3[C:11]2=[N:12][C:13]([NH2:20])=[N:14][C:15]=3Cl)[CH2:4][O:3]1.C(N(CC)CC)C. Given the product [NH2:20][C:13]1[N:12]=[C:11]2[C:16]([N:17]=[CH:18][N:10]2[CH2:9][CH2:8][CH:5]2[CH2:6][O:7][C:2]([CH3:21])([CH3:1])[O:3][CH2:4]2)=[CH:15][N:14]=1, predict the reactants needed to synthesize it. (3) Given the product [Cl:1][C:2]1[CH:3]=[C:4]([C:11]2[C:15]([C:16]([F:19])([F:18])[F:17])=[N:14][N:13]([C:20]3[N:25]=[CH:24][CH:23]=[CH:22][N:21]=3)[C:12]=2[N:26]2[CH:29]=[CH:33][CH:32]=[CH:31]2)[CH:5]=[C:6]([C:16]([F:19])([F:18])[F:17])[CH:7]=1, predict the reactants needed to synthesize it. The reactants are: [Cl:1][C:2]1[C:7]2OCO[C:6]=2[CH:5]=[C:4]([C:11]2[C:15]([C:16]([F:19])([F:18])[F:17])=[N:14][N:13]([C:20]3[N:25]=[CH:24][CH:23]=[CH:22][N:21]=3)[C:12]=2[NH2:26])[CH:3]=1.CO[CH:29]1[CH2:33][CH2:32][CH:31](OC)O1. (4) Given the product [O:49]=[C:43]1[CH:42]([N:35]2[C:34](=[O:50])[C:33]3[C:37](=[CH:38][CH:39]=[CH:40][C:32]=3[CH2:31][NH:30][C:7]([C:6]3[N:2]([CH3:1])[CH:3]=[N:4][CH:5]=3)=[O:9])[C:36]2=[O:41])[CH2:47][CH2:46][C:45](=[O:48])[NH:44]1, predict the reactants needed to synthesize it. The reactants are: [CH3:1][N:2]1[C:6]([C:7]([OH:9])=O)=[CH:5][N:4]=[CH:3]1.C(C1NC=CN=1)(C1NC=CN=1)=O.C(N(CC)CC)C.Cl.[NH2:30][CH2:31][C:32]1[CH:40]=[CH:39][CH:38]=[C:37]2[C:33]=1[C:34](=[O:50])[N:35]([CH:42]1[CH2:47][CH2:46][C:45](=[O:48])[NH:44][C:43]1=[O:49])[C:36]2=[O:41]. (5) The reactants are: [C:1]1([CH3:11])[C:2]([S:7](Cl)(=[O:9])=[O:8])=[CH:3][CH:4]=[CH:5][CH:6]=1.[OH:12][CH2:13][CH2:14][CH2:15][CH2:16][C:17]1[CH:24]=[CH:23][C:20]([C:21]#[N:22])=[CH:19][CH:18]=1. Given the product [C:1]1([CH3:11])[C:2]([S:7]([O:12][CH2:13][CH2:14][CH2:15][CH2:16][C:17]2[CH:18]=[CH:19][C:20]([C:21]#[N:22])=[CH:23][CH:24]=2)(=[O:9])=[O:8])=[CH:3][CH:4]=[CH:5][CH:6]=1, predict the reactants needed to synthesize it. (6) The reactants are: [CH3:1][O:2][C:3](=[O:20])[C:4]1[CH:9]=[CH:8][CH:7]=[C:6]([C:10](=[O:19])[CH2:11][C:12](OC(C)(C)C)=O)[CH:5]=1.[H-].[Na+]. Given the product [CH3:1][O:2][C:3](=[O:20])[C:4]1[CH:9]=[CH:8][CH:7]=[C:6]([C:10](=[O:19])[CH2:11][CH3:12])[CH:5]=1, predict the reactants needed to synthesize it. (7) Given the product [Cl:1][C:2]1[CH:3]=[CH:4][C:5]([NH:18][CH2:19][CH:20]2[CH2:25][CH2:24][N:23]([CH:26]3[CH2:30][CH2:29][CH2:28][CH2:27]3)[CH2:22][CH2:21]2)=[C:6]([CH:17]=1)[C:7]([NH:9][C:10]1[CH:15]=[CH:14][C:13]([CH3:16])=[CH:12][N:11]=1)=[O:8], predict the reactants needed to synthesize it. The reactants are: [Cl:1][C:2]1[CH:3]=[CH:4][C:5]([NH:18][CH2:19][CH:20]2[CH2:25][CH2:24][NH:23][CH2:22][CH2:21]2)=[C:6]([CH:17]=1)[C:7]([NH:9][C:10]1[CH:15]=[CH:14][C:13]([CH3:16])=[CH:12][N:11]=1)=[O:8].[C:26]1(=O)[CH2:30][CH2:29][CH2:28][CH2:27]1.C([BH3-])#N.[Na+]. (8) Given the product [ClH:34].[ClH:34].[OH:1][CH2:2][C@@H:3]([NH:21][CH2:22][C@H:23]([OH:33])[CH2:24][O:25][C:26]1[CH:27]=[CH:28][C:29]([OH:32])=[CH:30][CH:31]=1)[CH2:4][C:5]1[CH:6]=[CH:7][C:8]([O:9][C:10]2[N:18]=[CH:17][CH:16]=[CH:15][C:11]=2[C:12]([NH2:14])=[O:13])=[CH:19][CH:20]=1, predict the reactants needed to synthesize it. The reactants are: [OH:1][CH2:2][C@@H:3]([NH:21][CH2:22][C@H:23]([OH:33])[CH2:24][O:25][C:26]1[CH:31]=[CH:30][C:29]([OH:32])=[CH:28][CH:27]=1)[CH2:4][C:5]1[CH:20]=[CH:19][C:8]([O:9][C:10]2[N:18]=[CH:17][CH:16]=[CH:15][C:11]=2[C:12]([NH2:14])=[O:13])=[CH:7][CH:6]=1.[ClH:34]. (9) Given the product [Cl:1][C:2]1[CH:6]=[CH:5][S:4][C:3]=1[C:7]([OH:9])=[O:8], predict the reactants needed to synthesize it. The reactants are: [Cl:1][C:2]1[CH:6]=[CH:5][S:4][C:3]=1[C:7]([O:9]C)=[O:8].[OH-].[Na+]. (10) Given the product [CH3:1][O:2][C:3]([C@H:5]1[C@@H:10]([C:11]2[CH:12]=[CH:13][C:14]([O:17][CH:36]3[CH2:37][CH2:38][CH2:39][CH2:40][O:35]3)=[CH:15][CH:16]=2)[CH2:9][CH2:8][O:7][CH2:6]1)=[O:4], predict the reactants needed to synthesize it. The reactants are: [CH3:1][O:2][C:3]([C@H:5]1[C@@H:10]([C:11]2[CH:16]=[CH:15][C:14]([OH:17])=[CH:13][CH:12]=2)[CH2:9][CH2:8][O:7][CH2:6]1)=[O:4].C1(C)C=CC(S([O-])(=O)=O)=CC=1.[NH+]1C=CC=CC=1.[O:35]1[CH:40]=[CH:39][CH2:38][CH2:37][CH2:36]1.